Dataset: Reaction yield outcomes from USPTO patents with 853,638 reactions. Task: Predict the reaction yield, written as a fraction of the theoretical maximum amount of product (1.0 means a 100% yield; for example, 0.34 means a 34% yield). (1) The yield is 0.920. The product is [CH2:1]([O:3][C:4]1[CH:5]=[C:6]([CH:12]=[CH:13][C:14]=1[F:15])[C:7]([OH:9])=[O:8])[CH3:2]. The catalyst is CO.O. The reactants are [CH2:1]([O:3][C:4]1[CH:5]=[C:6]([CH:12]=[CH:13][C:14]=1[F:15])[C:7]([O:9]CC)=[O:8])[CH3:2].[OH-].[Na+]. (2) The reactants are [CH3:1][O:2][C:3]1[CH:42]=[C:41]([O:43][CH3:44])[CH:40]=[CH:39][C:4]=1[CH2:5][NH:6][C:7]([CH:9]1[N:20]([C:21]2([CH2:26][O:27][Si](C(C)C)(C(C)C)C(C)C)[CH2:25][CH2:24][CH2:23][CH2:22]2)[C:13]2[N:14]=[C:15]([S:18][CH3:19])[N:16]=[CH:17][C:12]=2[C:11](=[O:38])[CH2:10]1)=[O:8].[F-].C([N+](CCCC)(CCCC)CCCC)CCC. The catalyst is O1CCCC1. The product is [CH3:1][O:2][C:3]1[CH:42]=[C:41]([O:43][CH3:44])[CH:40]=[CH:39][C:4]=1[CH2:5][NH:6][C:7]([CH:9]1[N:20]([C:21]2([CH2:26][OH:27])[CH2:22][CH2:23][CH2:24][CH2:25]2)[C:13]2[N:14]=[C:15]([S:18][CH3:19])[N:16]=[CH:17][C:12]=2[C:11](=[O:38])[CH2:10]1)=[O:8]. The yield is 0.990. (3) The yield is 0.750. The catalyst is C1C=CC(P(C2C=CC=CC=2)C2C=CC=CC=2)=CC=1.C1C=CC(P(C2C=CC=CC=2)C2C=CC=CC=2)=CC=1.Cl[Pd]Cl.O. The reactants are Cl[C:2]1[CH:7]=[CH:6][C:5]([F:8])=[CH:4][C:3]=1[N+:9]([O-:11])=[O:10].C(=O)([O-])[O-].[Na+].[Na+].O1CCOCC1.[CH3:24][C:25]1(C)[C:29](C)(C)OB(C(C)=C)O1. The product is [F:8][C:5]1[CH:6]=[CH:7][C:2]([C:25]([CH3:29])=[CH2:24])=[C:3]([N+:9]([O-:11])=[O:10])[CH:4]=1. (4) The catalyst is C(#N)C. The yield is 0.410. The product is [OH:10][C:5]1[C:4]([O:3][C:2]([F:11])([F:12])[F:1])=[CH:9][CH:8]=[CH:7][C:6]=1[CH:23]=[O:24]. The reactants are [F:1][C:2]([F:12])([F:11])[O:3][C:4]1[CH:9]=[CH:8][CH:7]=[CH:6][C:5]=1[OH:10].C(N(CC)CC)C.[Mg+2].[Cl-].[Cl-].[CH2:23]=[O:24].O=P12OP3(OP(OP(O3)(O1)=O)(=O)O2)=O. (5) The yield is 0.300. The catalyst is C1COCC1.O. The product is [CH2:1]([O:9][C:10]1[CH:11]=[CH:12][C:13]([CH:16]2[CH2:21][CH2:20][CH2:19][N:18]([CH2:22][CH2:23][C:24]([OH:26])=[O:25])[CH2:17]2)=[CH:14][CH:15]=1)[CH2:2][CH2:3][CH2:4][CH2:5][CH2:6][CH2:7][CH3:8]. The reactants are [CH2:1]([O:9][C:10]1[CH:15]=[CH:14][C:13]([CH:16]2[CH2:21][CH2:20][CH2:19][N:18]([CH2:22][CH2:23][C:24]([O:26]CC)=[O:25])[CH2:17]2)=[CH:12][CH:11]=1)[CH2:2][CH2:3][CH2:4][CH2:5][CH2:6][CH2:7][CH3:8].O[Li].O.Cl.